The task is: Regression/Classification. Given a drug SMILES string, predict its absorption, distribution, metabolism, or excretion properties. Task type varies by dataset: regression for continuous measurements (e.g., permeability, clearance, half-life) or binary classification for categorical outcomes (e.g., BBB penetration, CYP inhibition). Dataset: cyp1a2_veith.. This data is from CYP1A2 inhibition data for predicting drug metabolism from PubChem BioAssay. The molecule is Cc1cnc(CNc2ccnc(-c3ccccc3C(F)(F)F)n2)cn1. The result is 1 (inhibitor).